Dataset: Reaction yield outcomes from USPTO patents with 853,638 reactions. Task: Predict the reaction yield, written as a fraction of the theoretical maximum amount of product (1.0 means a 100% yield; for example, 0.34 means a 34% yield). (1) The reactants are [CH3:1][C@H:2]1[CH2:7][CH2:6][C@H:5]([C:8](Cl)=[O:9])[CH2:4][CH2:3]1.[CH3:11][O:12][C:13]([C:15]1[S:16][C:17]([Br:31])=[CH:18][C:19]=1[NH:20][CH:21]1[CH2:30][CH2:29][C:24]2([O:28][CH2:27][CH2:26][O:25]2)[CH2:23][CH2:22]1)=[O:14].N1C=CC=CC=1.CO. The catalyst is C1(C)C=CC=CC=1. The product is [CH3:11][O:12][C:13]([C:15]1[S:16][C:17]([Br:31])=[CH:18][C:19]=1[N:20]([CH:21]1[CH2:22][CH2:23][C:24]2([O:28][CH2:27][CH2:26][O:25]2)[CH2:29][CH2:30]1)[C:8]([C@H:5]1[CH2:6][CH2:7][C@H:2]([CH3:1])[CH2:3][CH2:4]1)=[O:9])=[O:14]. The yield is 0.320. (2) The yield is 0.910. The product is [O:12]1[CH:8]([CH2:7][OH:6])[CH2:9][C:10]2[CH:19]=[CH:18][C:17]3[CH2:16][CH2:15][CH2:14][C:13]=3[C:11]1=2. The catalyst is O1CCCC1.O. The reactants are C([Si](C)(C)[O:6][CH2:7][CH:8]1[O:12][C:11]2[C:13]3[CH2:14][CH2:15][CH2:16][C:17]=3[CH:18]=[CH:19][C:10]=2[CH2:9]1)(C)(C)C.[F-].C([N+](CCCC)(CCCC)CCCC)CCC. (3) The reactants are O[CH2:2][CH2:3][C:4]1[CH:5]=[CH:6][CH:7]=[C:8]2[C:12]=1[NH:11][CH:10]=[C:9]2[C:13](=[O:21])[CH2:14][C:15]1[CH:20]=[CH:19][CH:18]=[CH:17][CH:16]=1.[CH2:22]([N:24](CC)[CH2:25]C)C.S(Cl)(C)(=O)=O.CNC.C1COCC1. The catalyst is ClCCl. The product is [CH3:22][N:24]([CH3:25])[CH2:2][CH2:3][C:4]1[CH:5]=[CH:6][CH:7]=[C:8]2[C:12]=1[NH:11][CH:10]=[C:9]2[C:13](=[O:21])[CH2:14][C:15]1[CH:20]=[CH:19][CH:18]=[CH:17][CH:16]=1. The yield is 0.570. (4) The product is [CH3:34][N:29]1[C:28]2[N:27]([CH3:35])[C:26]3[CH:36]=[CH:37][CH:38]=[CH:39][C:25]=3[N:24]([C:22]([C:19]3[CH:20]=[CH:21][C:16]([CH2:15][CH2:14][C:13]([OH:41])=[O:12])=[C:17]([CH3:40])[CH:18]=3)=[O:23])[CH2:33][C:32]=2[CH:31]=[N:30]1. The reactants are FC(F)(F)C(O)=O.C([O:12][C:13](=[O:41])[CH2:14][CH2:15][C:16]1[CH:21]=[CH:20][C:19]([C:22]([N:24]2[CH2:33][C:32]3[CH:31]=[N:30][N:29]([CH3:34])[C:28]=3[N:27]([CH3:35])[C:26]3[CH:36]=[CH:37][CH:38]=[CH:39][C:25]2=3)=[O:23])=[CH:18][C:17]=1[CH3:40])(C)(C)C. The catalyst is ClCCl. The yield is 1.00. (5) The reactants are [NH2:1][C:2]1[CH:3]=[N:4][CH:5]=[CH:6][C:7]=1[Cl:8].[H-].[Na+].[CH2:11]([O:18][C:19]1[CH:27]=[CH:26][C:22]([C:23](Cl)=[O:24])=[CH:21][CH:20]=1)[C:12]1[CH:17]=[CH:16][CH:15]=[CH:14][CH:13]=1. The catalyst is CN(C)C=O.ClCCl. The product is [CH2:11]([O:18][C:19]1[CH:20]=[CH:21][C:22]([C:23]([NH:1][C:2]2[CH:3]=[N:4][CH:5]=[CH:6][C:7]=2[Cl:8])=[O:24])=[CH:26][CH:27]=1)[C:12]1[CH:13]=[CH:14][CH:15]=[CH:16][CH:17]=1. The yield is 0.410.